This data is from Peptide-MHC class II binding affinity with 134,281 pairs from IEDB. The task is: Regression. Given a peptide amino acid sequence and an MHC pseudo amino acid sequence, predict their binding affinity value. This is MHC class II binding data. (1) The peptide sequence is RDIYSALRSVAGRGT. The MHC is H-2-IAd with pseudo-sequence H-2-IAd. The binding affinity (normalized) is 0.751. (2) The MHC is DRB1_0405 with pseudo-sequence DRB1_0405. The binding affinity (normalized) is 0.217. The peptide sequence is KPPFSGMTGCGNTPI. (3) The peptide sequence is YRKILRQRKIDRLID. The MHC is HLA-DQA10102-DQB10602 with pseudo-sequence HLA-DQA10102-DQB10602. The binding affinity (normalized) is 0.0317. (4) The peptide sequence is YDIFLANVSTVLTGK. The MHC is DRB1_0404 with pseudo-sequence DRB1_0404. The binding affinity (normalized) is 0.775. (5) The peptide sequence is LKGTSYKICTDKMFF. The MHC is DRB1_0701 with pseudo-sequence DRB1_0701. The binding affinity (normalized) is 0.564. (6) The peptide sequence is DQVHFQPLK. The MHC is DRB5_0101 with pseudo-sequence DRB5_0101. The binding affinity (normalized) is 0.302. (7) The peptide sequence is NNEVLRLADELRQEQGN. The MHC is DRB5_0101 with pseudo-sequence DRB5_0101. The binding affinity (normalized) is 0.355. (8) The peptide sequence is YPMEIRPRKTHESHL. The MHC is HLA-DQA10303-DQB10402 with pseudo-sequence HLA-DQA10303-DQB10402. The binding affinity (normalized) is 0.719.